From a dataset of Catalyst prediction with 721,799 reactions and 888 catalyst types from USPTO. Predict which catalyst facilitates the given reaction. (1) Product: [Au:17].[N:1]1[C:14]2[C:5](=[CH:6][CH:7]=[C:8]3[C:13]=2[N:12]=[CH:11][CH:10]=[CH:9]3)[CH:4]=[CH:3][CH:2]=1. The catalyst class is: 6. Reactant: [N:1]1[C:14]2[C:5](=[CH:6][CH:7]=[C:8]3[C:13]=2[N:12]=[CH:11][CH:10]=[CH:9]3)[CH:4]=[CH:3][CH:2]=1.[H+].Cl[Au-:17](Cl)(Cl)Cl.[Cl-].[NH4+]. (2) Reactant: [NH2:1][C:2]1[CH:3]=[C:4]([C:8]2[CH:24]=[CH:23][C:11]([O:12][CH:13]([CH3:22])[CH2:14][NH:15][S:16]([CH:19]([CH3:21])[CH3:20])(=[O:18])=[O:17])=[CH:10][CH:9]=2)[CH:5]=[CH:6][CH:7]=1.C(N(CC)CC)C.[CH3:32][CH:33]([S:35](Cl)(=[O:37])=[O:36])[CH3:34]. Product: [CH3:20][CH:19]([S:16]([NH:15][CH2:14][CH:13]([O:12][C:11]1[CH:10]=[CH:9][C:8]([C:4]2[CH:5]=[CH:6][CH:7]=[C:2]([NH:1][S:35]([CH:33]([CH3:34])[CH3:32])(=[O:37])=[O:36])[CH:3]=2)=[CH:24][CH:23]=1)[CH3:22])(=[O:18])=[O:17])[CH3:21]. The catalyst class is: 2. (3) Reactant: C[O:2][C:3]1[CH:4]=[C:5]([C:9]2[C:17]3[C:12](=[N:13][CH:14]=[CH:15][CH:16]=3)[O:11][N:10]=2)[CH:6]=[CH:7][CH:8]=1.B(Br)(Br)Br. Product: [O:11]1[C:12]2=[N:13][CH:14]=[CH:15][CH:16]=[C:17]2[C:9]([C:5]2[CH:4]=[C:3]([OH:2])[CH:8]=[CH:7][CH:6]=2)=[N:10]1. The catalyst class is: 26. (4) Reactant: [Cl-].[Al+3].[Cl-].[Cl-].[NH:5]1[C:9]2=[C:10]([NH:14][C:15]([CH:17]3[CH2:19][CH2:18]3)=[O:16])[N:11]=[CH:12][CH:13]=[C:8]2[CH:7]=[CH:6]1.[Br:20][C:21]1[CH:29]=[C:28]([Cl:30])[C:24]([C:25](Cl)=[O:26])=[C:23]([Cl:31])[CH:22]=1.CO. Product: [Br:20][C:21]1[CH:22]=[C:23]([Cl:31])[C:24]([C:25]([C:7]2[C:8]3[C:9](=[C:10]([NH:14][C:15]([CH:17]4[CH2:18][CH2:19]4)=[O:16])[N:11]=[CH:12][CH:13]=3)[NH:5][CH:6]=2)=[O:26])=[C:28]([Cl:30])[CH:29]=1. The catalyst class is: 4. (5) Product: [Br:1][C:2]1[CH:3]=[CH:4][C:5](=[O:15])[N:6]([CH:8]([CH3:14])[C:9]([OH:11])=[O:10])[CH:7]=1. The catalyst class is: 92. Reactant: [Br:1][C:2]1[CH:3]=[CH:4][C:5](=[O:15])[N:6]([CH:8]([CH3:14])[C:9]([O:11]CC)=[O:10])[CH:7]=1.[OH-].[Na+].Cl. (6) Reactant: [C:1]([CH2:3][C:4]1([N:10]2[CH:14]=[C:13]([C:15]([NH2:17])=[O:16])[C:12]([NH:18][C:19]3[CH:24]=[CH:23][C:22]([F:25])=[CH:21][CH:20]=3)=[N:11]2)[CH2:9][CH2:8][NH:7][CH2:6][CH2:5]1)#[N:2].[C:26]([C:29]1[CH:34]=[CH:33][CH:32]=[CH:31][CH:30]=1)(=O)[CH3:27].C(O)(=O)C.C([BH3-])#N.[Na+]. Product: [C:1]([CH2:3][C:4]1([N:10]2[CH:14]=[C:13]([C:15]([NH2:17])=[O:16])[C:12]([NH:18][C:19]3[CH:20]=[CH:21][C:22]([F:25])=[CH:23][CH:24]=3)=[N:11]2)[CH2:9][CH2:8][N:7]([CH:26]([C:29]2[CH:34]=[CH:33][CH:32]=[CH:31][CH:30]=2)[CH3:27])[CH2:6][CH2:5]1)#[N:2]. The catalyst class is: 475. (7) Reactant: [Br:1][C:2]1[CH:3]=[CH:4][C:5]([CH2:8]O)=[N:6][CH:7]=1.C1(P(C2C=CC=CC=2)C2C=CC=CC=2)C=CC=CC=1.C(Br)(Br)(Br)[Br:30]. Product: [Br:1][C:2]1[CH:3]=[CH:4][C:5]([CH2:8][Br:30])=[N:6][CH:7]=1. The catalyst class is: 4. (8) Reactant: F[C:2]1[CH:9]=[CH:8][C:5]([C:6]#[N:7])=[CH:4][C:3]=1[N+:10]([O-:12])=[O:11].[NH2:13][CH2:14][CH2:15][CH2:16][OH:17].C(N(C(C)C)CC)(C)C. Product: [OH:17][CH2:16][CH2:15][CH2:14][NH:13][C:2]1[CH:9]=[CH:8][C:5]([C:6]#[N:7])=[CH:4][C:3]=1[N+:10]([O-:12])=[O:11]. The catalyst class is: 1.